Dataset: Full USPTO retrosynthesis dataset with 1.9M reactions from patents (1976-2016). Task: Predict the reactants needed to synthesize the given product. (1) Given the product [N:17]1[CH:22]=[CH:21][C:20]([NH:23][C:24]([C:26]2[C:30]([C:31]3[CH:32]=[CH:33][CH:34]=[CH:35][CH:36]=3)=[C:29]([CH:37]=[C:9]3[C:8]4[C:12](=[CH:13][CH:14]=[CH:15][C:7]=4[CH:4]4[CH2:3][CH2:2][NH:1][CH2:6][CH2:5]4)[NH:11][C:10]3=[O:16])[NH:28][C:27]=2[CH3:39])=[O:25])=[CH:19][CH:18]=1, predict the reactants needed to synthesize it. The reactants are: [NH:1]1[CH2:6][CH2:5][CH:4]([C:7]2[CH:15]=[CH:14][CH:13]=[C:12]3[C:8]=2[CH2:9][C:10](=[O:16])[NH:11]3)[CH2:3][CH2:2]1.[N:17]1[CH:22]=[CH:21][C:20]([NH:23][C:24]([C:26]2[C:30]([C:31]3[CH:36]=[CH:35][CH:34]=[CH:33][CH:32]=3)=[C:29]([CH:37]=O)[NH:28][C:27]=2[CH3:39])=[O:25])=[CH:19][CH:18]=1. (2) Given the product [C:1]([O:5][C:6]([NH:7][C@@H:8]([C@H:9]([C:12]1[CH:13]=[CH:14][CH:15]=[CH:16][CH:17]=1)[CH2:10][CH3:11])[C:18]([OH:19])=[O:33])=[O:32])([CH3:2])([CH3:3])[CH3:4], predict the reactants needed to synthesize it. The reactants are: [C:1]([O:5][C:6](=[O:32])[NH:7][C@H:8]([C:18](N1[C@@H](C2C=CC=CC=2)COC1=O)=[O:19])[C@H:9]([C:12]1[CH:17]=[CH:16][CH:15]=[CH:14][CH:13]=1)[CH2:10][CH3:11])([CH3:4])([CH3:3])[CH3:2].[OH:33]O.O.[OH-].[Li+].